This data is from Full USPTO retrosynthesis dataset with 1.9M reactions from patents (1976-2016). The task is: Predict the reactants needed to synthesize the given product. (1) Given the product [NH2:9][C@H:10]1[CH2:15][CH2:14][CH2:13][CH2:12][C@H:11]1[NH:16][C:17]1[C:24]([F:25])=[CH:23][C:20]([C:21]([NH2:22])=[O:1])=[C:19]([NH:26][C:27]2[CH:36]=[CH:35][CH:34]=[C:33]3[C:28]=2[CH:29]=[CH:30][CH:31]=[N:32]3)[N:18]=1, predict the reactants needed to synthesize it. The reactants are: [OH-:1].[Na+].OO.CS(C)=O.[NH2:9][C@H:10]1[CH2:15][CH2:14][CH2:13][CH2:12][C@H:11]1[NH:16][C:17]1[C:24]([F:25])=[CH:23][C:20]([C:21]#[N:22])=[C:19]([NH:26][C:27]2[CH:36]=[CH:35][CH:34]=[C:33]3[C:28]=2[CH:29]=[CH:30][CH:31]=[N:32]3)[N:18]=1. (2) Given the product [CH3:1][O:2][C:3]1[CH:8]=[CH:7][C:6]([C:9]2[S:13][C:12]([C:14]([N:63]3[CH2:74][CH2:73][CH2:72][C@H:64]3[C:65]([O:67][C:68]([CH3:70])([CH3:71])[CH3:69])=[O:66])=[O:15])=[C:11]([NH:17][C:18]([NH:20][C:21]3[C:26]([CH3:27])=[CH:25][C:24]([CH3:28])=[CH:23][C:22]=3[CH3:29])=[O:19])[CH:10]=2)=[CH:5][CH:4]=1, predict the reactants needed to synthesize it. The reactants are: [CH3:1][O:2][C:3]1[CH:8]=[CH:7][C:6]([C:9]2[S:13][C:12]([C:14](O)=[O:15])=[C:11]([NH:17][C:18]([NH:20][C:21]3[C:26]([CH3:27])=[CH:25][C:24]([CH3:28])=[CH:23][C:22]=3[CH3:29])=[O:19])[CH:10]=2)=[CH:5][CH:4]=1.CN(C(ON1N=NC2C=CC=NC1=2)=[N+](C)C)C.F[P-](F)(F)(F)(F)F.CCN(C(C)C)C(C)C.[NH:63]1[CH2:74][CH2:73][CH2:72][C@H:64]1[C:65]([O:67][C:68]([CH3:71])([CH3:70])[CH3:69])=[O:66]. (3) Given the product [Cl:1][C:2]1[CH:3]=[C:4]2[C:9](=[CH:10][CH:11]=1)[N:8]([CH2:12][C:13]1[CH:18]=[CH:17][N+:16]([O-:43])=[CH:15][CH:14]=1)[C:7](=[O:19])[N:6]([CH2:20][C:21]([F:24])([F:22])[F:23])[C:5]2([C:28]1[CH:29]=[CH:30][C:31]([F:34])=[CH:32][CH:33]=1)[CH2:25][CH2:26][CH3:27], predict the reactants needed to synthesize it. The reactants are: [Cl:1][C:2]1[CH:3]=[C:4]2[C:9](=[CH:10][CH:11]=1)[N:8]([CH2:12][C:13]1[CH:18]=[CH:17][N:16]=[CH:15][CH:14]=1)[C:7](=[O:19])[N:6]([CH2:20][C:21]([F:24])([F:23])[F:22])[C:5]2([C:28]1[CH:33]=[CH:32][C:31]([F:34])=[CH:30][CH:29]=1)[CH2:25][CH2:26][CH3:27].ClC1C=CC=C(C(OO)=[O:43])C=1. (4) Given the product [NH2:1][C:2]1[C:7]([C:8]([OH:13])=[O:9])=[C:6]([Cl:10])[N:5]=[CH:4][N:3]=1, predict the reactants needed to synthesize it. The reactants are: [NH2:1][C:2]1[C:7]([CH:8]=[O:9])=[C:6]([Cl:10])[N:5]=[CH:4][N:3]=1.S(=O)(=O)([OH:13])N.Cl([O-])=O.[Na+]. (5) Given the product [F:34][C:28]1[C:29]([F:33])=[CH:30][CH:31]=[CH:32][C:27]=1[C:25]1[N:26]=[C:21]2[CH:20]=[N:19][N:18]([CH2:17][C:15]3[O:14][N:13]=[C:12]([C:10]4[CH:9]=[CH:8][C:7]([O:35][CH2:36][CH2:37][CH3:38])=[C:6]([CH:11]=4)[C:5]([OH:39])=[O:4])[CH:16]=3)[CH:23]=[C:22]2[N:24]=1, predict the reactants needed to synthesize it. The reactants are: C([O:4][C:5](=[O:39])[C:6]1[CH:11]=[C:10]([C:12]2[CH:16]=[C:15]([CH2:17][N:18]3[CH:23]=[C:22]4[N:24]=[C:25]([C:27]5[CH:32]=[CH:31][CH:30]=[C:29]([F:33])[C:28]=5[F:34])[N:26]=[C:21]4[CH:20]=[N:19]3)[O:14][N:13]=2)[CH:9]=[CH:8][C:7]=1[O:35][CH2:36][CH2:37][CH3:38])CC.Cl. (6) Given the product [F:1][C:2]1[CH:7]=[CH:6][C:5]([C@H:8]([NH:10][C@H:11]2[CH2:15][CH2:14][C@@H:13]([C:16]3[CH:17]=[CH:18][C:19]([CH2:22][C:23]([NH:34][CH2:33][CH2:32][NH:31][CH2:30][CH2:29][OH:28])=[O:25])=[CH:20][CH:21]=3)[CH2:12]2)[CH3:9])=[CH:4][C:3]=1[O:26][CH3:27], predict the reactants needed to synthesize it. The reactants are: [F:1][C:2]1[CH:7]=[CH:6][C:5]([C@H:8]([NH:10][C@H:11]2[CH2:15][CH2:14][C@@H:13]([C:16]3[CH:21]=[CH:20][C:19]([CH2:22][C:23]([OH:25])=O)=[CH:18][CH:17]=3)[CH2:12]2)[CH3:9])=[CH:4][C:3]=1[O:26][CH3:27].[OH:28][CH2:29][CH2:30][NH:31][CH2:32][CH2:33][NH2:34].